Dataset: Reaction yield outcomes from USPTO patents with 853,638 reactions. Task: Predict the reaction yield, written as a fraction of the theoretical maximum amount of product (1.0 means a 100% yield; for example, 0.34 means a 34% yield). (1) The reactants are F[C:2]1[CH:10]=[CH:9][CH:8]=[CH:7][C:3]=1[C:4](Cl)=[O:5].C(Cl)(=O)C1C=CC=CC=1.[NH2:20][C:21]1[CH:22]=[C:23]([CH:34]=[C:35]([O:37][CH3:38])[N:36]=1)[C:24]([NH:26][CH2:27][C:28]1[CH:33]=[CH:32][CH:31]=[CH:30][CH:29]=1)=[O:25]. No catalyst specified. The product is [C:4]([NH:20][C:21]1[CH:22]=[C:23]([CH:34]=[C:35]([O:37][CH3:38])[N:36]=1)[C:24]([NH:26][CH2:27][C:28]1[CH:33]=[CH:32][CH:31]=[CH:30][CH:29]=1)=[O:25])(=[O:5])[C:3]1[CH:7]=[CH:8][CH:9]=[CH:10][CH:2]=1. The yield is 0.140. (2) The reactants are [CH2:1]([Mg]Cl)[CH:2]([CH3:4])[CH3:3].Cl[C:8]1[C:13]([CH:14]2[CH2:19][CH2:18][N:17]([CH:20]3[CH2:26][CH2:25][CH2:24][N:23]([C:27]([O:29][CH2:30][CH3:31])=[O:28])[CH2:22][CH2:21]3)[CH2:16][CH2:15]2)=[CH:12][CH:11]=[CH:10][N:9]=1. The catalyst is C1COCC1.CN1CCCC1=O. The product is [CH2:1]([C:8]1[C:13]([CH:14]2[CH2:19][CH2:18][N:17]([CH:20]3[CH2:26][CH2:25][CH2:24][N:23]([C:27]([O:29][CH2:30][CH3:31])=[O:28])[CH2:22][CH2:21]3)[CH2:16][CH2:15]2)=[CH:12][CH:11]=[CH:10][N:9]=1)[CH:2]([CH3:4])[CH3:3]. The yield is 0.0790. (3) The reactants are [Cl:1][C:2]1[CH:10]=[CH:9][C:5]([C:6]([OH:8])=[O:7])=[CH:4][N:3]=1.S(=O)(=O)(O)O.[CH2:16](O)[CH3:17]. No catalyst specified. The product is [Cl:1][C:2]1[CH:10]=[CH:9][C:5]([C:6]([O:8][CH2:16][CH3:17])=[O:7])=[CH:4][N:3]=1. The yield is 0.840. (4) The reactants are Cl.C([N:9]1[CH2:14][CH2:13][CH:12]([C:15]([O:17][CH2:18][CH3:19])=[O:16])[C:11](=[O:20])[CH2:10]1)C1C=CC=CC=1.C(N(CC)CC)C.Cl[C:29]([O:31][CH2:32][C:33]1[CH:38]=[CH:37][CH:36]=[CH:35][CH:34]=1)=[O:30]. The catalyst is CO.C(Cl)Cl.O.[OH-].[Pd+2].[OH-]. The product is [CH2:18]([O:17][C:15]([CH:12]1[CH2:13][CH2:14][N:9]([C:29]([O:31][CH2:32][C:33]2[CH:38]=[CH:37][CH:36]=[CH:35][CH:34]=2)=[O:30])[CH2:10][C:11]1=[O:20])=[O:16])[CH3:19]. The yield is 0.970. (5) The reactants are [Br:1][C:2]1[CH:7]=[CH:6][C:5]([C:8](=[O:13])[C:9]([F:12])([F:11])[F:10])=[CH:4][CH:3]=1.[BH4-].[Na+].C(Cl)Cl. The catalyst is C1COCC1. The product is [Br:1][C:2]1[CH:7]=[CH:6][C:5]([CH:8]([OH:13])[C:9]([F:11])([F:12])[F:10])=[CH:4][CH:3]=1. The yield is 0.920.